From a dataset of Full USPTO retrosynthesis dataset with 1.9M reactions from patents (1976-2016). Predict the reactants needed to synthesize the given product. (1) Given the product [CH2:1]([C:4]([F:11])([CH2:8][CH:9]=[CH2:10])[C:5]([O-:7])=[O:6])[CH:2]=[CH2:3].[Na+:13], predict the reactants needed to synthesize it. The reactants are: [CH2:1]([C:4]([F:11])([CH2:8][CH:9]=[CH2:10])[C:5]([OH:7])=[O:6])[CH:2]=[CH2:3].[OH-].[Na+:13]. (2) The reactants are: [N:1]12[CH2:8][CH2:7][CH:4]([CH2:5][CH2:6]1)[C@@H:3]([O:9][C:10]1[N:15]=[CH:14][C:13]([C:16]3[CH:21]=[CH:20][C:19]([NH:22]C(=O)OC(C)(C)C)=[CH:18][CH:17]=3)=[CH:12][N:11]=1)[CH2:2]2.FC(F)(F)C(O)=O. Given the product [N:1]12[CH2:6][CH2:5][CH:4]([CH2:7][CH2:8]1)[C@@H:3]([O:9][C:10]1[N:15]=[CH:14][C:13]([C:16]3[CH:21]=[CH:20][C:19]([NH2:22])=[CH:18][CH:17]=3)=[CH:12][N:11]=1)[CH2:2]2, predict the reactants needed to synthesize it. (3) Given the product [F:11][C:12]1[CH:20]=[CH:19][CH:18]=[C:17]2[C:13]=1[C:14]([CH:4]=[O:5])=[CH:15][NH:16]2, predict the reactants needed to synthesize it. The reactants are: CN([CH:4]=[O:5])C.P(Cl)(Cl)(Cl)=O.[F:11][C:12]1[CH:20]=[CH:19][CH:18]=[C:17]2[C:13]=1[CH:14]=[CH:15][NH:16]2.C(=O)(O)[O-].[Na+]. (4) Given the product [C:1]([O:5][C:6]([NH:8][CH2:9][CH2:10][CH2:11][O:12][C:13]1[CH:22]=[C:21]([O:23][CH3:24])[CH:20]=[CH:19][C:14]=1[C:15]([OH:17])=[O:16])=[O:7])([CH3:3])([CH3:4])[CH3:2], predict the reactants needed to synthesize it. The reactants are: [C:1]([O:5][C:6]([NH:8][CH2:9][CH2:10][CH2:11][O:12][C:13]1[CH:22]=[C:21]([O:23][CH3:24])[CH:20]=[CH:19][C:14]=1[C:15]([O:17]C)=[O:16])=[O:7])([CH3:4])([CH3:3])[CH3:2].O1CCCC1. (5) Given the product [CH:30]([C:13]1[C:14]2[CH:15]=[CH:16][CH:17]=[CH:18][C:19]=2[N:11]2[CH2:10][CH2:9][N:8]([C:20]([O:22][C:23]([CH3:26])([CH3:25])[CH3:24])=[O:21])[CH2:7][CH2:6][C:12]=12)=[O:31], predict the reactants needed to synthesize it. The reactants are: P(Cl)(Cl)(Cl)=O.[CH2:6]1[C:12]2=[CH:13][C:14]3[CH:15]=[CH:16][CH:17]=[CH:18][C:19]=3[N:11]2[CH2:10][CH2:9][N:8]([C:20]([O:22][C:23]([CH3:26])([CH3:25])[CH3:24])=[O:21])[CH2:7]1.CN([CH:30]=[O:31])C. (6) Given the product [Br:1][C:2]1[NH:27][C:5]2[N:6]=[CH:7][C:8]3[CH2:13][N:12]([C:14]4[CH:19]=[C:18]([O:20][CH3:21])[CH:17]=[C:16]([O:22][CH3:23])[C:15]=4[Cl:24])[C:11](=[O:25])[N:10]([CH3:26])[C:9]=3[C:4]=2[CH:3]=1, predict the reactants needed to synthesize it. The reactants are: [Br:1][C:2]1[N:27](S(C2C=CC=CC=2)(=O)=O)[C:5]2[N:6]=[CH:7][C:8]3[CH2:13][N:12]([C:14]4[CH:19]=[C:18]([O:20][CH3:21])[CH:17]=[C:16]([O:22][CH3:23])[C:15]=4[Cl:24])[C:11](=[O:25])[N:10]([CH3:26])[C:9]=3[C:4]=2[CH:3]=1.CC(C)([O-])C.[K+]. (7) The reactants are: [C:1]([O-:15])(=[O:14])[CH2:2][CH2:3][NH:4][C:5](=[O:13])[C@H:6]([C:8]([CH2:11][OH:12])([CH3:10])[CH3:9])[OH:7].C([O-])(=O)C. Given the product [C:1]([OH:15])(=[O:14])[CH2:2][CH2:3][NH:4][C:5](=[O:13])[C@H:6]([C:8]([CH2:11][OH:12])([CH3:10])[CH3:9])[OH:7], predict the reactants needed to synthesize it. (8) Given the product [CH3:1][C@@:2]12[C:21]([C:32]3[CH:31]=[N:30][CH:35]=[CH:34][CH:33]=3)=[CH:20][CH2:19][C@H:3]1[C@H:4]1[C@H:9]([CH2:10][CH2:11]2)[C@:8]([CH2:13][CH2:14][C:15]([OH:17])=[O:16])([CH3:12])[C:7](=[O:18])[CH2:6][CH2:5]1, predict the reactants needed to synthesize it. The reactants are: [CH3:1][C@@:2]12[C:21](OS(C(F)(F)F)(=O)=O)=[CH:20][CH2:19][C@H:3]1[C@H:4]1[C@H:9]([CH2:10][CH2:11]2)[C@:8]([CH2:13][CH2:14][C:15]([OH:17])=[O:16])([CH3:12])[C:7](=[O:18])[CH2:6][CH2:5]1.[N:30]1[CH:35]=[CH:34][CH:33]=[C:32](B(O)O)[CH:31]=1. (9) The reactants are: I[C:2]1[CH:7]=[CH:6][CH:5]=[C:4]([O:8][CH3:9])[CH:3]=1.[NH:10]1[C:18]2[C:13](=[CH:14][C:15]([CH2:19][N:20]3[CH2:25][CH2:24][CH:23]([C:26]4[CH:27]=[C:28]([NH:32][C:33](=[O:37])[CH:34]([CH3:36])[CH3:35])[CH:29]=[CH:30][CH:31]=4)[CH2:22][CH2:21]3)=[CH:16][CH:17]=2)[CH:12]=[CH:11]1. Given the product [CH3:9][O:8][C:4]1[CH:3]=[C:2]([N:10]2[C:18]3[C:13](=[CH:14][C:15]([CH2:19][N:20]4[CH2:25][CH2:24][CH:23]([C:26]5[CH:27]=[C:28]([NH:32][C:33](=[O:37])[CH:34]([CH3:35])[CH3:36])[CH:29]=[CH:30][CH:31]=5)[CH2:22][CH2:21]4)=[CH:16][CH:17]=3)[CH:12]=[CH:11]2)[CH:7]=[CH:6][CH:5]=1, predict the reactants needed to synthesize it. (10) Given the product [CH2:16]([C:15]1([C:20]2[CH:21]=[CH:22][CH:23]=[CH:24][CH:25]=2)[O:19][C:36](=[O:38])[N:12]([C@H:10]([C:9]([O:8][Si:1]([C:4]([CH3:5])([CH3:6])[CH3:7])([CH3:3])[CH3:2])([CH3:26])[CH3:27])[CH3:11])[CH2:13][CH2:14]1)[CH:17]=[CH2:18], predict the reactants needed to synthesize it. The reactants are: [Si:1]([O:8][C:9]([CH3:27])([CH3:26])[C@@H:10]([NH:12][CH2:13][CH2:14][C:15]([C:20]1[CH:25]=[CH:24][CH:23]=[CH:22][CH:21]=1)([OH:19])[CH2:16][CH:17]=[CH2:18])[CH3:11])([C:4]([CH3:7])([CH3:6])[CH3:5])([CH3:3])[CH3:2].CCN(CC)CC.Cl[C:36](Cl)([O:38]C(=O)OC(Cl)(Cl)Cl)Cl.